Dataset: Full USPTO retrosynthesis dataset with 1.9M reactions from patents (1976-2016). Task: Predict the reactants needed to synthesize the given product. (1) Given the product [CH2:7]([N:14]1[C:22]2[C:17](=[CH:18][CH:19]=[CH:20][CH:21]=2)[C:16]([O:23][C:31]2[CH:36]=[CH:35][CH:34]=[CH:33][CH:32]=2)([C:2]2[CH:3]=[CH:4][CH:5]=[CH:6][N:1]=2)[C:15]1=[O:24])[C:8]1[CH:9]=[CH:10][CH:11]=[CH:12][CH:13]=1, predict the reactants needed to synthesize it. The reactants are: [N:1]1[CH:6]=[CH:5][CH:4]=[CH:3][CH:2]=1.[CH2:7]([N:14]1[C:22]2[C:17](=[CH:18][CH:19]=[CH:20][CH:21]=2)[C:16](=[O:23])[C:15]1=[O:24])[C:8]1[CH:13]=[CH:12][CH:11]=[CH:10][CH:9]=1.FC(F)(F)S(O[C:31]1[CH:36]=[CH:35][CH:34]=[CH:33][C:32]=1[Si](C)(C)C)(=O)=O.[F-].[K+].O1CCOCCOCCOCCOCCOCC1. (2) The reactants are: [Cl:1][C:2]1[N:7]=[C:6]([NH2:8])[C:5]([CH3:9])=[CH:4][N:3]=1.Br[C:11]1[CH:16]=[CH:15][C:14]([Cl:17])=[C:13]([O:18][CH3:19])[CH:12]=1.CC1(C)C2C(=C(P(C3C=CC=CC=3)C3C=CC=CC=3)C=CC=2)OC2C(P(C3C=CC=CC=3)C3C=CC=CC=3)=CC=CC1=2.C(=O)([O-])[O-].[Cs+].[Cs+]. Given the product [Cl:17][C:14]1[CH:15]=[CH:16][C:11]([NH:8][C:6]2[C:5]([CH3:9])=[CH:4][N:3]=[C:2]([Cl:1])[N:7]=2)=[CH:12][C:13]=1[O:18][CH3:19], predict the reactants needed to synthesize it. (3) Given the product [Cl:21][C:17]1[C:16]([F:22])=[C:15]([CH2:14][S:13][C:4]2[N:3]=[C:2]([NH:26][CH2:25][CH2:23][OH:24])[C:11]3[N:10]=[CH:9][C:8](=[O:12])[NH:7][C:6]=3[N:5]=2)[CH:20]=[CH:19][CH:18]=1, predict the reactants needed to synthesize it. The reactants are: Br[C:2]1[C:11]2[N:10]=[CH:9][C:8](=[O:12])[NH:7][C:6]=2[N:5]=[C:4]([S:13][CH2:14][C:15]2[CH:20]=[CH:19][CH:18]=[C:17]([Cl:21])[C:16]=2[F:22])[N:3]=1.[CH2:23]([CH2:25][NH2:26])[OH:24]. (4) Given the product [Si:1]([O:8][CH2:9][C@@H:10]1[C@H:14]2[O:15][C:16]([CH3:19])([CH3:18])[O:17][C@H:13]2[C@H:12]([NH:20][C:21]2[CH:26]=[C:25]([C:42]#[C:41][C:35]3[CH:40]=[CH:39][CH:38]=[CH:37][CH:36]=3)[N:24]=[CH:23][N:22]=2)[CH2:11]1)([C:4]([CH3:7])([CH3:6])[CH3:5])([CH3:3])[CH3:2], predict the reactants needed to synthesize it. The reactants are: [Si:1]([O:8][CH2:9][C@@H:10]1[C@H:14]2[O:15][C:16]([CH3:19])([CH3:18])[O:17][C@H:13]2[C@H:12]([NH:20][C:21]2[CH:26]=[C:25](I)[N:24]=[CH:23][N:22]=2)[CH2:11]1)([C:4]([CH3:7])([CH3:6])[CH3:5])([CH3:3])[CH3:2].CCN(CC)CC.[C:35]1([C:41]#[CH:42])[CH:40]=[CH:39][CH:38]=[CH:37][CH:36]=1. (5) Given the product [F:20][C:21]1[C:22]2[N:23]([C:33]([S:36][C:2]3[CH:3]=[C:4]4[C:9](=[CH:10][CH:11]=3)[N:8]=[CH:7][C:6]([N:12]3[CH2:16][CH2:15][CH2:14][C:13]3=[O:17])=[C:5]4[O:18][CH3:19])=[N:34][N:35]=2)[CH:24]=[C:25]([C:27]2[CH:28]=[N:29][N:30]([CH3:32])[CH:31]=2)[CH:26]=1, predict the reactants needed to synthesize it. The reactants are: Br[C:2]1[CH:3]=[C:4]2[C:9](=[CH:10][CH:11]=1)[N:8]=[CH:7][C:6]([N:12]1[CH2:16][CH2:15][CH2:14][C:13]1=[O:17])=[C:5]2[O:18][CH3:19].[F:20][C:21]1[C:22]2[N:23]([C:33]([SH:36])=[N:34][N:35]=2)[CH:24]=[C:25]([C:27]2[CH:28]=[N:29][N:30]([CH3:32])[CH:31]=2)[CH:26]=1.C1(P(C2C=CC=CC=2)C2C3OC4C(=CC=CC=4P(C4C=CC=CC=4)C4C=CC=CC=4)C(C)(C)C=3C=CC=2)C=CC=CC=1.CC(C)([O-])C.[Na+].